Task: Predict the product of the given reaction.. Dataset: Forward reaction prediction with 1.9M reactions from USPTO patents (1976-2016) (1) Given the reactants [NH2:1][C:2]1[N:7]=[C:6]([S:8]([NH:11][C:12]([C:14]2[C:15]([N:21]3[C@H:25]([CH3:26])[CH2:24][CH2:23][C@@H:22]3[CH3:27])=[N:16][C:17](Cl)=[CH:18][CH:19]=2)=[O:13])(=[O:10])=[O:9])[CH:5]=[CH:4][CH:3]=1.[Cl:28][C:29]1[CH:34]=[CH:33][C:32](B(O)O)=[CH:31][C:30]=1[O:38][CH2:39][CH2:40][CH3:41].C(=O)([O-])[O-].[K+].[K+], predict the reaction product. The product is: [NH2:1][C:2]1[N:7]=[C:6]([S:8]([NH:11][C:12]([C:14]2[C:15]([N:21]3[C@@H:25]([CH3:26])[CH2:24][CH2:23][C@H:22]3[CH3:27])=[N:16][C:17]([C:32]3[CH:33]=[CH:34][C:29]([Cl:28])=[C:30]([O:38][CH2:39][CH2:40][CH3:41])[CH:31]=3)=[CH:18][CH:19]=2)=[O:13])(=[O:10])=[O:9])[CH:5]=[CH:4][CH:3]=1. (2) Given the reactants [OH:1][C@@H:2]([C@@H:9]([NH:14][C:15]([O:17]C(C1CO1)=O)=O)[CH2:10][CH:11]([CH3:13])[CH3:12])[C:3]1[CH:8]=[CH:7][CH:6]=[CH:5][CH:4]=1.[OH-:23].[K+].[CH2:25]([OH:27])[CH3:26].O.Cl.[CH2:30]([OH:32])C, predict the reaction product. The product is: [OH:1][C@@H:2]([C@@H:9]([NH:14][C:15]([C@H:26]1[O:27][C@@H:25]1[C:30]([OH:32])=[O:23])=[O:17])[CH2:10][CH:11]([CH3:12])[CH3:13])[C:3]1[CH:4]=[CH:5][CH:6]=[CH:7][CH:8]=1.